Dataset: Full USPTO retrosynthesis dataset with 1.9M reactions from patents (1976-2016). Task: Predict the reactants needed to synthesize the given product. (1) Given the product [CH:9]1[N:13]=[CH:12][N:11]2[C:10]=1[CH2:18][CH2:17][NH:16][C:14]2=[O:15], predict the reactants needed to synthesize it. The reactants are: N1C=C(CCN)N=C1.[CH:9]1[N:13]=[CH:12][N:11]([C:14]([N:16]2C=N[CH:18]=[CH:17]2)=[O:15])[CH:10]=1. (2) Given the product [Cl:1][C:2]1[CH:3]=[C:4]([C:8]2[N:9]=[C:10]([N:16]3[C:20]4[CH:21]=[C:22]([O:25][CH2:33][CH2:32][N:26]5[CH2:31][CH2:30][CH2:29][CH2:28][CH2:27]5)[CH:23]=[CH:24][C:19]=4[N:18]=[CH:17]3)[S:11][C:12]=2[C:13]([NH2:15])=[O:14])[CH:5]=[CH:6][CH:7]=1, predict the reactants needed to synthesize it. The reactants are: [Cl:1][C:2]1[CH:3]=[C:4]([C:8]2[N:9]=[C:10]([N:16]3[C:20]4[CH:21]=[C:22]([OH:25])[CH:23]=[CH:24][C:19]=4[N:18]=[CH:17]3)[S:11][C:12]=2[C:13]([NH2:15])=[O:14])[CH:5]=[CH:6][CH:7]=1.[N:26]1([CH2:32][CH2:33]OS(C2C=CC(C)=CC=2)(=O)=O)[CH2:31][CH2:30][CH2:29][CH2:28][CH2:27]1.C(=O)([O-])[O-].[Cs+].[Cs+]. (3) Given the product [CH2:1]([O:3][C:4]([C:6]1([C:9]2[CH:14]=[CH:13][C:12]([C:15]3[CH:20]=[CH:19][C:18]([C:21]4[O:25][N:24]=[C:23]([CH3:26])[C:22]=4[NH:27][C:28]4[CH:33]=[CH:32][CH:31]=[C:30]([C:37]5[CH:38]=[CH:39][CH:40]=[CH:41][C:36]=5[Cl:35])[N:29]=4)=[CH:17][CH:16]=3)=[CH:11][CH:10]=2)[CH2:8][CH2:7]1)=[O:5])[CH3:2], predict the reactants needed to synthesize it. The reactants are: [CH2:1]([O:3][C:4]([C:6]1([C:9]2[CH:14]=[CH:13][C:12]([C:15]3[CH:20]=[CH:19][C:18]([C:21]4[O:25][N:24]=[C:23]([CH3:26])[C:22]=4[NH:27][C:28]4[CH:33]=[CH:32][CH:31]=[C:30](Br)[N:29]=4)=[CH:17][CH:16]=3)=[CH:11][CH:10]=2)[CH2:8][CH2:7]1)=[O:5])[CH3:2].[Cl:35][C:36]1[CH:41]=[CH:40][CH:39]=[CH:38][C:37]=1B(O)O. (4) Given the product [Cl:1][C:2]1[CH:3]=[CH:4][C:5]([C:8]([N:62]2[CH2:61][C:60]3[N:65]=[C:57]([C:52]4[C:51]5[C:55](=[CH:56][C:48]([C:41]6[CH:42]=[C:43]([F:47])[C:44]([OH:46])=[CH:45][C:40]=6[CH2:38][CH3:39])=[CH:49][CH:50]=5)[NH:54][N:53]=4)[NH:58][C:59]=3[CH2:64][CH2:63]2)=[O:10])=[N:6][CH:7]=1, predict the reactants needed to synthesize it. The reactants are: [Cl:1][C:2]1[CH:3]=[CH:4][C:5]([C:8]([OH:10])=O)=[N:6][CH:7]=1.CN(C(ON1N=NC2C=CC=CC1=2)=[N+](C)C)C.F[P-](F)(F)(F)(F)F.Br.Br.Br.[CH2:38]([C:40]1[C:41]([C:48]2[CH:56]=[C:55]3[C:51]([C:52]([C:57]4[NH:58][C:59]5[CH2:64][CH2:63][NH:62][CH2:61][C:60]=5[N:65]=4)=[N:53][NH:54]3)=[CH:50][CH:49]=2)=[CH:42][C:43]([F:47])=[C:44]([OH:46])[CH:45]=1)[CH3:39].CCN(C(C)C)C(C)C.C(=O)([O-])O.[Na+]. (5) Given the product [F:26][C:24]([F:25])([F:27])[C:22]1[CH:21]=[C:20]([C:28]2([C:33]([F:36])([F:34])[F:35])[CH2:32][CH2:31][N:30]([C:2]3[CH:7]=[CH:6][C:5]([C@@H:8]([NH:10][C:11]([CH:13]4[CH2:15][CH2:14]4)=[O:12])[CH3:9])=[CH:4][CH:3]=3)[CH2:29]2)[CH:19]=[C:18]([C:17]([F:16])([F:37])[F:38])[CH:23]=1, predict the reactants needed to synthesize it. The reactants are: Br[C:2]1[CH:7]=[CH:6][C:5]([C@@H:8]([NH:10][C:11]([CH:13]2[CH2:15][CH2:14]2)=[O:12])[CH3:9])=[CH:4][CH:3]=1.[F:16][C:17]([F:38])([F:37])[C:18]1[CH:19]=[C:20]([C:28]2([C:33]([F:36])([F:35])[F:34])[CH2:32][CH2:31][NH:30][CH2:29]2)[CH:21]=[C:22]([C:24]([F:27])([F:26])[F:25])[CH:23]=1.CC(C)([O-])C.[Na+].C1(C)C=CC=CC=1. (6) The reactants are: [F:1][C:2]1[CH:28]=[CH:27][CH:26]=[CH:25][C:3]=1[CH2:4][N:5]1[C:9]2=[N:10][CH:11]=[CH:12][CH:13]=[C:8]2[C:7]([C:14]2[N:19]=[C:18]3[NH:20][CH:21]=[N:22][C:23](=[O:24])[C:17]3=[CH:16][N:15]=2)=[N:6]1.Cl[C:30]1C(C(OC)=O)=CN=C(C2C3C(=NC=CC=3)N(CC3C=CC=CC=3F)N=2)N=1.Cl.C(N)(=N)C.C(N(CC)CC)C. Given the product [F:1][C:2]1[CH:28]=[CH:27][CH:26]=[CH:25][C:3]=1[CH2:4][N:5]1[C:9]2=[N:10][CH:11]=[CH:12][CH:13]=[C:8]2[C:7]([C:14]2[N:19]=[C:18]3[NH:20][C:21]([CH3:30])=[N:22][C:23](=[O:24])[C:17]3=[CH:16][N:15]=2)=[N:6]1, predict the reactants needed to synthesize it.